Dataset: Reaction yield outcomes from USPTO patents with 853,638 reactions. Task: Predict the reaction yield, written as a fraction of the theoretical maximum amount of product (1.0 means a 100% yield; for example, 0.34 means a 34% yield). (1) The reactants are Br[C:2]1[N:3]=[C:4]([CH3:7])[S:5][CH:6]=1.[CH3:8][O:9][C:10]1[C:16](B2OC(C)(C)C(C)(C)O2)=[CH:15][CH:14]=[CH:13][C:11]=1[NH2:12].P([O-])([O-])([O-])=O.[K+].[K+].[K+]. The catalyst is O1CCOCC1.C(OCC)(=O)C.[Pd](Cl)Cl.C(P(C(C)(C)C)[C-]1C=CC=C1)(C)(C)C.[C-]1(P(C(C)(C)C)C(C)(C)C)C=CC=C1.[Fe+2]. The product is [CH3:8][O:9][C:10]1[C:16]([C:2]2[N:3]=[C:4]([CH3:7])[S:5][CH:6]=2)=[CH:15][CH:14]=[CH:13][C:11]=1[NH2:12]. The yield is 0.750. (2) The reactants are [CH3:1][O:2][C:3]([C:5]1[N:13]([CH2:14][C:15]2[CH:20]=[CH:19][C:18]([O:21][CH3:22])=[CH:17][CH:16]=2)[C:12]2[CH:11]=[CH:10][N:9]=[CH:8][C:7]=2[C:6]=1[NH2:23])=[O:4].C([O-])([O-])=O.[Cs+].[Cs+].[F:30][C:31]1[CH:36]=[C:35]([Si:37]([CH3:40])([CH3:39])[CH3:38])[CH:34]=[CH:33][C:32]=1OS(C(F)(F)F)(=O)=O.CC1(C)C2C(=C(P(C3C=CC=CC=3)C3C=CC=CC=3)C=CC=2)OC2C(P(C3C=CC=CC=3)C3C=CC=CC=3)=CC=CC1=2. The catalyst is C1(C)C=CC=CC=1.C1C=CC(/C=C/C(/C=C/C2C=CC=CC=2)=O)=CC=1.C1C=CC(/C=C/C(/C=C/C2C=CC=CC=2)=O)=CC=1.C1C=CC(/C=C/C(/C=C/C2C=CC=CC=2)=O)=CC=1.[Pd].[Pd]. The product is [CH3:1][O:2][C:3]([C:5]1[N:13]([CH2:14][C:15]2[CH:20]=[CH:19][C:18]([O:21][CH3:22])=[CH:17][CH:16]=2)[C:12]2[CH:11]=[CH:10][N:9]=[CH:8][C:7]=2[C:6]=1[NH:23][C:32]1[CH:33]=[CH:34][C:35]([Si:37]([CH3:39])([CH3:38])[CH3:40])=[CH:36][C:31]=1[F:30])=[O:4]. The yield is 0.880. (3) The reactants are [Cl:1][C:2]1[C:7]([CH:8]=[O:9])=[C:6](Cl)[N:5]=[C:4]([S:11][CH3:12])[N:3]=1.[NH3:13]. The catalyst is C1C=CC=CC=1. The product is [NH2:13][C:6]1[C:7]([CH:8]=[O:9])=[C:2]([Cl:1])[N:3]=[C:4]([S:11][CH3:12])[N:5]=1. The yield is 0.800. (4) The reactants are S(=O)(=O)(O)O.[C:6]([C:8]1[CH:13]=[CH:12][C:11]([NH:14]C(=O)C(F)(F)F)=[CH:10][CH:9]=1)#[N:7].[CH3:21][O:22][C:23]1[C:31]2[O:30][C:29]([CH3:33])([CH3:32])[CH2:28][C:27]=2[CH:26]=[C:25]([CH:34]=[C:35]([CH3:37])[CH3:36])[CH:24]=1.[OH-].[Na+]. The catalyst is C1(C)C=CC=CC=1.C(O)(=O)C.O. The product is [CH3:21][O:22][C:23]1[CH:24]=[C:25]2[C:26](=[C:27]3[CH2:28][C:29]([CH3:33])([CH3:32])[O:30][C:31]=13)[C:6]([C:8]1[CH:9]=[CH:10][C:11]([NH2:14])=[CH:12][CH:13]=1)=[N:7][C:35]([CH3:37])([CH3:36])[CH2:34]2. The yield is 0.600. (5) The reactants are [Li+].C[Si]([N-][Si](C)(C)C)(C)C.[CH3:11][N:12]([C:25](=[O:28])[CH2:26][CH3:27])[N:13]=[C:14]([C:20]([O:22]CC)=O)[C:15]([O:17][CH2:18][CH3:19])=[O:16]. The catalyst is C1COCC1. The product is [OH:22][C:20]1[C:14]([C:15]([O:17][CH2:18][CH3:19])=[O:16])=[N:13][N:12]([CH3:11])[C:25](=[O:28])[C:26]=1[CH3:27]. The yield is 0.610. (6) No catalyst specified. The reactants are [CH2:1]([O:8][CH2:9][N:10]1[C:15](=[O:16])[C:14]([Br:17])=[N:13][N:12]([CH2:18][C:19](F)(F)C2C=CC=CC=2)[C:11]1=[O:28])[C:2]1[CH:7]=[CH:6][CH:5]=[CH:4][CH:3]=1.[N:29]1(CCO)[C:37]2[C:32](=[CH:33][CH:34]=[CH:35][CH:36]=2)[CH:31]=[CH:30]1. The yield is 0.840. The product is [N:29]1([CH2:19][CH2:18][N:12]2[C:11](=[O:28])[N:10]([CH2:9][O:8][CH2:1][C:2]3[CH:3]=[CH:4][CH:5]=[CH:6][CH:7]=3)[C:15](=[O:16])[C:14]([Br:17])=[N:13]2)[C:37]2[C:32](=[CH:33][CH:34]=[CH:35][CH:36]=2)[CH:31]=[CH:30]1. (7) The reactants are [CH3:1][O:2][C:3]1[CH:8]=[CH:7][CH:6]=[CH:5][C:4]=1O.CC1C=CC(S([O:20][CH2:21][CH2:22][CH2:23][NH:24][C:25]2[C:26](=[O:42])[N:27]([C:38]([CH3:41])([CH3:40])[CH3:39])[S:28](=[O:37])(=[O:36])[C:29]=2[C:30]2[CH:35]=[CH:34][CH:33]=[CH:32][CH:31]=2)(=O)=O)=CC=1. No catalyst specified. The product is [C:38]([N:27]1[C:26](=[O:42])[C:25]([NH:24][CH2:23][CH2:22][CH2:21][O:20][C:4]2[CH:5]=[CH:6][CH:7]=[CH:8][C:3]=2[O:2][CH3:1])=[C:29]([C:30]2[CH:31]=[CH:32][CH:33]=[CH:34][CH:35]=2)[S:28]1(=[O:37])=[O:36])([CH3:40])([CH3:39])[CH3:41]. The yield is 0.720.